This data is from Forward reaction prediction with 1.9M reactions from USPTO patents (1976-2016). The task is: Predict the product of the given reaction. Given the reactants CN(C(ON1N=NC2C=CC=CC1=2)=[N+](C)C)C.F[P-](F)(F)(F)(F)F.C1C=CC2N(O)N=NC=2C=1.C(N(C(C)C)CC)(C)C.[Cl:44][C:45]1[CH:76]=[CH:75][C:48]([CH2:49][N:50]2[CH:55]=[C:54]([C:56](O)=[O:57])[C:53](=[O:59])[N:52]=[C:51]2[NH:60][C:61]2[CH:66]=[CH:65][C:64]([O:67][C:68]3[CH:73]=[CH:72][CH:71]=[C:70]([F:74])[N:69]=3)=[CH:63][CH:62]=2)=[CH:47][CH:46]=1.[C:77](=[N:80]O)([NH2:79])[CH3:78], predict the reaction product. The product is: [Cl:44][C:45]1[CH:76]=[CH:75][C:48]([CH2:49][N:50]2[CH:55]=[C:54]([C:56]3[O:57][N:80]=[C:77]([CH3:78])[N:79]=3)[C:53](=[O:59])[N:52]=[C:51]2[NH:60][C:61]2[CH:66]=[CH:65][C:64]([O:67][C:68]3[CH:73]=[CH:72][CH:71]=[C:70]([F:74])[N:69]=3)=[CH:63][CH:62]=2)=[CH:47][CH:46]=1.